This data is from Reaction yield outcomes from USPTO patents with 853,638 reactions. The task is: Predict the reaction yield, written as a fraction of the theoretical maximum amount of product (1.0 means a 100% yield; for example, 0.34 means a 34% yield). (1) The yield is 0.860. The reactants are [CH:1]1[C:6]2[C:7](=O)[NH:8][C:9]3[CH:15]=[CH:14][CH:13]=[CH:12][C:10]=3[O:11][C:5]=2[CH:4]=[CH:3][CH:2]=1.P(Cl)(Cl)([Cl:19])=O. No catalyst specified. The product is [Cl:19][C:7]1=[N:8][C:9]2[CH:15]=[CH:14][CH:13]=[CH:12][C:10]=2[O:11][C:5]2[CH:4]=[CH:3][CH:2]=[CH:1][C:6]1=2. (2) The reactants are [CH3:1][O:2][C:3]1[CH:4]=[C:5]2[C:10](=[CH:11][C:12]=1[O:13][CH3:14])[N:9]=[CH:8][CH:7]=[C:6]2[O:15][C:16]1[CH:22]=[CH:21][C:19]([NH2:20])=[C:18]([CH3:23])[C:17]=1[CH3:24].ClC(Cl)(O[C:29](=[O:35])OC(Cl)(Cl)Cl)Cl.[NH2:37][C:38]1[CH:43]=[CH:42][CH:41]=[CH:40][N:39]=1.CO. The catalyst is C(Cl)(Cl)Cl.C(N(CC)CC)C.ClCCl. The product is [CH3:1][O:2][C:3]1[CH:4]=[C:5]2[C:10](=[CH:11][C:12]=1[O:13][CH3:14])[N:9]=[CH:8][CH:7]=[C:6]2[O:15][C:16]1[CH:22]=[CH:21][C:19]([NH:20][C:29]([NH:37][C:38]2[CH:43]=[CH:42][CH:41]=[CH:40][N:39]=2)=[O:35])=[C:18]([CH3:23])[C:17]=1[CH3:24]. The yield is 0.440. (3) The yield is 0.600. The product is [C:40]([CH2:39][N:32]1[CH2:33][CH2:34][CH:43]([O:16][C:13]2[CH:14]=[C:15]3[C:10](=[CH:11][C:12]=2[O:23][CH3:24])[N:9]=[CH:8][N:7]=[C:6]3[NH:5][C:4]2[CH:25]=[CH:26][CH:27]=[C:2]([Cl:1])[C:3]=2[F:28])[CH2:37][CH2:35]1)(=[O:41])[NH2:42]. The reactants are [Cl:1][C:2]1[C:3]([F:28])=[C:4]([CH:25]=[CH:26][CH:27]=1)[NH:5][C:6]1[C:15]2[C:10](=[CH:11][C:12]([O:23][CH3:24])=[C:13]([O:16]N3CCCCC3)[CH:14]=2)[N:9]=[CH:8][N:7]=1.C([N:32]([CH:35]([CH3:37])C)[CH2:33][CH3:34])(C)C.Br[CH2:39][C:40]([NH2:42])=[O:41].[CH2:43](Cl)Cl. No catalyst specified. (4) The reactants are [N:1]([C:4]([C:7]1[CH:12]=[CH:11][C:10]([NH:13][C:14]([C:16]2[NH:17][CH:18]=[C:19]([C:21]#[N:22])[N:20]=2)=[O:15])=[C:9]([C:23]2[CH2:28][CH2:27][CH2:26][CH2:25][CH:24]=2)[CH:8]=1)([CH3:6])[CH3:5])=[N+]=[N-].[C:29]([OH:32])(=[O:31])[CH3:30]. The catalyst is C1COCC1.[Zn]. The product is [C:29]([OH:32])(=[O:31])[CH3:30].[NH2:1][C:4]([C:7]1[CH:12]=[CH:11][C:10]([NH:13][C:14]([C:16]2[NH:17][CH:18]=[C:19]([C:21]#[N:22])[N:20]=2)=[O:15])=[C:9]([C:23]2[CH2:28][CH2:27][CH2:26][CH2:25][CH:24]=2)[CH:8]=1)([CH3:6])[CH3:5]. The yield is 0.910. (5) The reactants are [NH2:1][CH:2]1[CH2:7][CH2:6][CH:5]([NH:8][C:9]2[N:17]=[C:16]3[C:12]([N:13]=[CH:14][N:15]3[CH:18]3[CH2:22][CH2:21][CH2:20][CH2:19]3)=[C:11]([NH:23][CH2:24][C:25]3[CH:26]=[N:27][C:28]([C:31]4[CH:36]=[CH:35][CH:34]=[CH:33][C:32]=4[O:37]C)=[CH:29][CH:30]=3)[N:10]=2)[CH2:4][CH2:3]1.CO. The catalyst is ClCCl. The product is [NH2:1][CH:2]1[CH2:3][CH2:4][CH:5]([NH:8][C:9]2[N:17]=[C:16]3[C:12]([N:13]=[CH:14][N:15]3[CH:18]3[CH2:19][CH2:20][CH2:21][CH2:22]3)=[C:11]([NH:23][CH2:24][C:25]3[CH:26]=[N:27][C:28]([C:31]4[CH:36]=[CH:35][CH:34]=[CH:33][C:32]=4[OH:37])=[CH:29][CH:30]=3)[N:10]=2)[CH2:6][CH2:7]1. The yield is 0.860. (6) The reactants are F[C:2]1[CH:9]=[CH:8][C:7]([CH:10]=[O:11])=[CH:6][C:3]=1[C:4]#[N:5].C([O-])([O-])=O.[K+].[K+].[N+:18]([C:21]1[N:25]=[CH:24][NH:23][N:22]=1)([O-:20])=[O:19]. The catalyst is CN(C=O)C.O. The product is [CH:10]([C:7]1[CH:8]=[CH:9][C:2]([N:23]2[CH:24]=[N:25][C:21]([N+:18]([O-:20])=[O:19])=[N:22]2)=[C:3]([CH:6]=1)[C:4]#[N:5])=[O:11]. The yield is 0.450.